This data is from Forward reaction prediction with 1.9M reactions from USPTO patents (1976-2016). The task is: Predict the product of the given reaction. (1) Given the reactants Cl[CH2:2][CH2:3][CH2:4][CH2:5][CH:6]([C:19]1[NH:23][N:22]=[C:21]([NH:24][C:25]2[CH:30]=[CH:29][C:28]([N:31]3[C:35]([CH3:36])=[N:34][CH:33]=[N:32]3)=[C:27]([F:37])[CH:26]=2)[N:20]=1)[C:7]1[CH:12]=[CH:11][C:10]([O:13][CH2:14][C:15]([F:18])([F:17])[F:16])=[CH:9][CH:8]=1.[I-].[Na+], predict the reaction product. The product is: [F:37][C:27]1[CH:26]=[C:25]([NH:24][C:21]2[N:20]=[C:19]3[CH:6]([C:7]4[CH:12]=[CH:11][C:10]([O:13][CH2:14][C:15]([F:18])([F:17])[F:16])=[CH:9][CH:8]=4)[CH2:5][CH2:4][CH2:3][CH2:2][N:23]3[N:22]=2)[CH:30]=[CH:29][C:28]=1[N:31]1[C:35]([CH3:36])=[N:34][CH:33]=[N:32]1. (2) Given the reactants [Cl-].[CH3:2][C:3]1[S:32][C:6]2=[N:7][C:8]([CH2:12][P+](C3C=CC=CC=3)(C3C=CC=CC=3)C3C=CC=CC=3)=[CH:9][C:10](=[O:11])[N:5]2[C:4]=1[CH3:33].[H-].[Na+].[CH:36]1([CH2:39][O:40][C:41]2[C:48]([O:49][CH3:50])=[CH:47][CH:46]=[CH:45][C:42]=2[CH:43]=O)[CH2:38][CH2:37]1, predict the reaction product. The product is: [CH:36]1([CH2:39][O:40][C:41]2[C:48]([O:49][CH3:50])=[CH:47][CH:46]=[CH:45][C:42]=2/[CH:43]=[CH:12]/[C:8]2[N:7]=[C:6]3[S:32][C:3]([CH3:2])=[C:4]([CH3:33])[N:5]3[C:10](=[O:11])[CH:9]=2)[CH2:37][CH2:38]1. (3) Given the reactants [CH:1]12[CH2:24][CH2:23][CH:4]([C:5]([C:7]3[N:12]=[C:11]4[N:13]([CH3:22])[C:14](=[O:21])[N:15]([CH2:16][C:17]([CH3:20])([CH3:19])[CH3:18])[C:10]4=[CH:9][CH:8]=3)=[CH:6]1)[CH2:3][NH:2]2.[O:25]1[CH:29]=[CH:28][C:27]([C:30](O)=[O:31])=[N:26]1.CCN(C(C)C)C(C)C.CN(C(ON1N=NC2C=CC=NC1=2)=[N+](C)C)C.F[P-](F)(F)(F)(F)F, predict the reaction product. The product is: [CH3:18][C:17]([CH3:19])([CH3:20])[CH2:16][N:15]1[C:10]2[C:11](=[N:12][C:7]([C:5]3[CH:4]4[CH2:23][CH2:24][CH:1]([CH:6]=3)[N:2]([C:30]([C:27]3[CH:28]=[CH:29][O:25][N:26]=3)=[O:31])[CH2:3]4)=[CH:8][CH:9]=2)[N:13]([CH3:22])[C:14]1=[O:21]. (4) The product is: [C:31]([O:35][C:36]([N:38]1[C@H:47]([C:48]([N:50]2[CH2:54][CH2:53][CH2:52][C@H:51]2[C:55]#[N:56])=[O:49])[CH2:46][C:45]2[C:40](=[CH:41][C:42]([C:19]3[CH:18]=[N:17][C:16]([O:15][CH:13]([CH:10]4[CH2:9][CH2:8][N:7]([C:5]([O:4][CH:1]([CH3:2])[CH3:3])=[O:6])[CH2:12][CH2:11]4)[CH3:14])=[CH:21][CH:20]=3)=[CH:43][CH:44]=2)[CH2:39]1)=[O:37])([CH3:34])([CH3:32])[CH3:33]. Given the reactants [CH:1]([O:4][C:5]([N:7]1[CH2:12][CH2:11][CH:10]([CH:13]([O:15][C:16]2[CH:21]=[CH:20][C:19](B3OC(C)(C)C(C)(C)O3)=[CH:18][N:17]=2)[CH3:14])[CH2:9][CH2:8]1)=[O:6])([CH3:3])[CH3:2].[C:31]([O:35][C:36]([N:38]1[C@H:47]([C:48]([N:50]2[CH2:54][CH2:53][CH2:52][C@H:51]2[C:55]#[N:56])=[O:49])[CH2:46][C:45]2[C:40](=[CH:41][C:42](OS(C(F)(F)F)(=O)=O)=[CH:43][CH:44]=2)[CH2:39]1)=[O:37])([CH3:34])([CH3:33])[CH3:32], predict the reaction product. (5) Given the reactants C(OC([N:8]1[CH2:13][CH2:12][CH:11]([NH:14][C:15]2[N:19]([CH3:20])[C:18]3[CH:21]=[CH:22][CH:23]=[CH:24][C:17]=3[N:16]=2)[CH2:10][CH2:9]1)=O)(C)(C)C.[ClH:25], predict the reaction product. The product is: [ClH:25].[ClH:25].[CH3:20][N:19]1[C:18]2[CH:21]=[CH:22][CH:23]=[CH:24][C:17]=2[N:16]=[C:15]1[NH:14][CH:11]1[CH2:12][CH2:13][NH:8][CH2:9][CH2:10]1. (6) The product is: [OH:33][CH2:32][C:25]1[CH:24]=[C:23]([C:21]2[CH:22]=[C:17]([C:9]3[NH:8][C:16]4[C:11]([CH:10]=3)=[CH:12][CH:13]=[CH:14][CH:15]=4)[C:18](=[O:34])[NH:19][N:20]=2)[CH:28]=[C:27]([CH2:29][NH:30][CH3:31])[CH:26]=1. Given the reactants C(OC([N:8]1[C:16]2[C:11](=[CH:12][CH:13]=[CH:14][CH:15]=2)[CH:10]=[C:9]1[C:17]1[CH:22]=[C:21]([C:23]2[CH:28]=[C:27]([CH2:29][NH:30][CH3:31])[CH:26]=[C:25]([CH2:32][OH:33])[CH:24]=2)[N:20]=[N:19][C:18]=1[O:34]C)=O)(C)(C)C.[I-].[K+].Cl[Si](C)(C)C, predict the reaction product. (7) Given the reactants [NH2:1][C:2]1[CH:3]=[C:4]([C:8]2[N:13]3[N:14]=[CH:15][C:16]([C:17]([C:19]4[S:20][CH:21]=[CH:22][CH:23]=4)=[O:18])=[C:12]3[N:11]=[CH:10][CH:9]=2)[CH:5]=[CH:6][CH:7]=1.[CH2:24]([CH:26]([CH2:29][CH2:30][CH2:31][CH3:32])[CH:27]=O)[CH3:25], predict the reaction product. The product is: [CH2:24]([CH:26]([CH2:29][CH2:30][CH2:31][CH3:32])[CH2:27][NH:1][C:2]1[CH:3]=[C:4]([C:8]2[N:13]3[N:14]=[CH:15][C:16]([C:17]([C:19]4[S:20][CH:21]=[CH:22][CH:23]=4)=[O:18])=[C:12]3[N:11]=[CH:10][CH:9]=2)[CH:5]=[CH:6][CH:7]=1)[CH3:25]. (8) Given the reactants [CH2:1]([NH:8][CH2:9][C:10]([CH3:12])=[CH2:11])[C:2]1[CH:7]=[CH:6][CH:5]=[CH:4][CH:3]=1.[O:13]1[C:15]2([CH2:20][CH2:19][N:18]([C:21]([O:23][C:24]([CH3:27])([CH3:26])[CH3:25])=[O:22])[CH2:17][CH2:16]2)[CH2:14]1, predict the reaction product. The product is: [CH2:1]([N:8]([CH2:14][C:15]1([OH:13])[CH2:16][CH2:17][N:18]([C:21]([O:23][C:24]([CH3:27])([CH3:26])[CH3:25])=[O:22])[CH2:19][CH2:20]1)[CH2:9][C:10]([CH3:12])=[CH2:11])[C:2]1[CH:7]=[CH:6][CH:5]=[CH:4][CH:3]=1. (9) The product is: [Cl:3][C:4]1[N:9]=[C:8]([N:10]([C:11]2[CH:16]=[C:15]([O:17][CH3:18])[CH:14]=[CH:13][C:12]=2[CH3:19])[CH3:20])[CH:7]=[CH:6][N:5]=1. Given the reactants IC.[Cl:3][C:4]1[N:9]=[C:8]([NH:10][C:11]2[CH:16]=[C:15]([O:17][CH3:18])[CH:14]=[CH:13][C:12]=2[CH3:19])[CH:7]=[CH:6][N:5]=1.[C:20]([O-])([O-])=O.[Cs+].[Cs+], predict the reaction product. (10) Given the reactants [Br:1][C:2]1[C:3]2[S:9][CH:8]=[C:7](Br)[C:4]=2[S:5][CH:6]=1.BrC1SC2C(Br)=C(Br)SC=2C=1Br.BrC1SC2C=C(Br)SC=2C=1Br, predict the reaction product. The product is: [Br:1][C:2]1[C:3]2[S:9][CH:8]=[CH:7][C:4]=2[S:5][CH:6]=1.